This data is from Forward reaction prediction with 1.9M reactions from USPTO patents (1976-2016). The task is: Predict the product of the given reaction. (1) Given the reactants [NH:1]1[CH2:5][CH2:4][CH2:3][CH2:2]1.Cl[CH2:7][C:8]#[C:9][CH2:10][OH:11], predict the reaction product. The product is: [N:1]1([CH2:7][C:8]#[C:9][CH2:10][OH:11])[CH2:5][CH2:4][CH2:3][CH2:2]1. (2) Given the reactants [NH2:1][C:2]1[C:7]([C:8]#[N:9])=[C:6]([C:10]2[CH:15]=[CH:14][C:13]([O:16][CH2:17][CH2:18][O:19][CH3:20])=[CH:12][CH:11]=2)[C:5]([C:21]#[N:22])=[C:4]([SH:23])[N:3]=1.Cl[CH2:25][C:26]1[N:27]=[C:28]([N:31]2[CH2:36][CH2:35][O:34][CH2:33][CH2:32]2)[S:29][CH:30]=1.C1CCN2C(=NCCC2)CC1, predict the reaction product. The product is: [NH2:1][C:2]1[C:7]([C:8]#[N:9])=[C:6]([C:10]2[CH:11]=[CH:12][C:13]([O:16][CH2:17][CH2:18][O:19][CH3:20])=[CH:14][CH:15]=2)[C:5]([C:21]#[N:22])=[C:4]([S:23][CH2:25][C:26]2[N:27]=[C:28]([N:31]3[CH2:36][CH2:35][O:34][CH2:33][CH2:32]3)[S:29][CH:30]=2)[N:3]=1. (3) Given the reactants [F:1][C:2]1[CH:7]=[C:6]([F:8])[CH:5]=[CH:4][C:3]=1[C:9]1[C:17]2[C:12](=[CH:13][C:14]([O:18][CH2:19][CH2:20][N:21]3[CH2:26][CH2:25][S:24](=[O:28])(=[O:27])[CH2:23][CH2:22]3)=[CH:15][CH:16]=2)[C:11](=[O:29])[C:10]=1C1C=CC(C)=CC=1.O1CCN(CCOC2C=C3C(C(C4C=CC=CC=4)=C(Br)C3=O)=CC=2)CC1.[CH3:63][O:64][C:65]1[N:70]=[CH:69][C:68](B(O)O)=[CH:67][CH:66]=1, predict the reaction product. The product is: [F:1][C:2]1[CH:7]=[C:6]([F:8])[CH:5]=[CH:4][C:3]=1[C:9]1[C:17]2[C:12](=[CH:13][C:14]([O:18][CH2:19][CH2:20][N:21]3[CH2:26][CH2:25][S:24](=[O:28])(=[O:27])[CH2:23][CH2:22]3)=[CH:15][CH:16]=2)[C:11](=[O:29])[C:10]=1[C:68]1[CH:69]=[N:70][C:65]([O:64][CH3:63])=[CH:66][CH:67]=1. (4) Given the reactants [F:1][C:2]1[CH:7]=[CH:6][CH:5]=[CH:4][C:3]=1[C:8]1[N:12]([S:13]([C:16]2[CH:17]=[N:18][CH:19]=[CH:20][CH:21]=2)(=[O:15])=[O:14])[CH:11]=[C:10]([CH:22]=[O:23])[C:9]=1I.[Cu][C:26]#[N:27], predict the reaction product. The product is: [F:1][C:2]1[CH:7]=[CH:6][CH:5]=[CH:4][C:3]=1[C:8]1[N:12]([S:13]([C:16]2[CH:17]=[N:18][CH:19]=[CH:20][CH:21]=2)(=[O:15])=[O:14])[CH:11]=[C:10]([CH:22]=[O:23])[C:9]=1[C:26]#[N:27]. (5) Given the reactants [F:1][C:2]1[C:10]([O:11][C:12]2[C:21]3[C:16](=[CH:17][C:18]([O:24][CH2:25][CH:26]4[CH2:31][CH2:30][NH:29][CH2:28][CH2:27]4)=[C:19]([O:22][CH3:23])[CH:20]=3)[N:15]=[CH:14][N:13]=2)=[CH:9][CH:8]=[C:7]2[C:3]=1[CH:4]=[C:5]([CH3:32])[NH:6]2.C(N(C(C)C)CC)(C)C.FC(F)(F)S(O[CH2:48][C:49]([F:52])([F:51])[F:50])(=O)=O, predict the reaction product. The product is: [F:1][C:2]1[C:10]([O:11][C:12]2[C:21]3[C:16](=[CH:17][C:18]([O:24][CH2:25][CH:26]4[CH2:31][CH2:30][N:29]([CH2:48][C:49]([F:52])([F:51])[F:50])[CH2:28][CH2:27]4)=[C:19]([O:22][CH3:23])[CH:20]=3)[N:15]=[CH:14][N:13]=2)=[CH:9][CH:8]=[C:7]2[C:3]=1[CH:4]=[C:5]([CH3:32])[NH:6]2.